Dataset: Serine/threonine kinase 33 screen with 319,792 compounds. Task: Binary Classification. Given a drug SMILES string, predict its activity (active/inactive) in a high-throughput screening assay against a specified biological target. (1) The compound is O(c1c(NC(=O)Nc2ncccc2C)cccc1)C. The result is 1 (active). (2) The compound is S(c1n(c2ccccc2)c(nn1)C)CC(=O)N\N=C\c1c(OC)c(OC)c(OC)cc1. The result is 0 (inactive).